Regression. Given two drug SMILES strings and cell line genomic features, predict the synergy score measuring deviation from expected non-interaction effect. From a dataset of NCI-60 drug combinations with 297,098 pairs across 59 cell lines. Drug 1: CC1=CC2C(CCC3(C2CCC3(C(=O)C)OC(=O)C)C)C4(C1=CC(=O)CC4)C. Drug 2: C(=O)(N)NO. Cell line: SNB-75. Synergy scores: CSS=-1.45, Synergy_ZIP=3.12, Synergy_Bliss=2.49, Synergy_Loewe=-2.42, Synergy_HSA=-2.87.